This data is from Reaction yield outcomes from USPTO patents with 853,638 reactions. The task is: Predict the reaction yield, written as a fraction of the theoretical maximum amount of product (1.0 means a 100% yield; for example, 0.34 means a 34% yield). (1) The product is [CH3:15][C:13]([C:16]1[CH:17]=[C:18]([NH:19][C:7](=[O:9])[C:6]2[CH:10]=[C:2]([Cl:1])[CH:3]=[N:4][C:5]=2[OH:11])[CH:20]=[C:21]([C:23]([CH3:26])([CH3:25])[CH3:24])[CH:22]=1)([CH3:12])[CH3:14]. No catalyst specified. The yield is 0.591. The reactants are [Cl:1][C:2]1[CH:3]=[N:4][C:5]([OH:11])=[C:6]([CH:10]=1)[C:7]([OH:9])=O.[CH3:12][C:13]([C:16]1[CH:17]=[C:18]([CH:20]=[C:21]([C:23]([CH3:26])([CH3:25])[CH3:24])[CH:22]=1)[NH2:19])([CH3:15])[CH3:14]. (2) The reactants are F[B]F.[NH2:4][C@H:5]1[C:9]2([CH2:11][CH2:10]2)[CH2:8][N:7]([C:12]2[C:21]([O:22][CH3:23])=[C:20]3[C:15]([C:16](=[O:31])[C:17]([C:28]([OH:30])=[O:29])=[CH:18][N:19]3[C@@H:24]3[CH2:26][C@@H:25]3[F:27])=[CH:14][C:13]=2[F:32])[CH2:6]1. The catalyst is C(N(CC)CC)C. The product is [NH2:4][C@H:5]1[C:9]2([CH2:10][CH2:11]2)[CH2:8][N:7]([C:12]2[C:21]([O:22][CH3:23])=[C:20]3[C:15]([C:16](=[O:31])[C:17]([C:28]([OH:30])=[O:29])=[CH:18][N:19]3[C@@H:24]3[CH2:26][C@@H:25]3[F:27])=[CH:14][C:13]=2[F:32])[CH2:6]1. The yield is 0.550. (3) The product is [ClH:1].[NH:9]1[CH2:13][CH2:12][CH2:11][C@H:10]1[C:14]1[NH:15][C:16]([C:19]2[CH:24]=[CH:23][C:22]([B:25]3[O:29][C:28]([CH3:31])([CH3:30])[C:27]([CH3:33])([CH3:32])[O:26]3)=[CH:21][CH:20]=2)=[CH:17][N:18]=1. The yield is 0.950. The reactants are [ClH:1].C(OC([N:9]1[CH2:13][CH2:12][CH2:11][C@H:10]1[C:14]1[NH:15][C:16]([C:19]2[CH:24]=[CH:23][C:22]([B:25]3[O:29][C:28]([CH3:31])([CH3:30])[C:27]([CH3:33])([CH3:32])[O:26]3)=[CH:21][CH:20]=2)=[CH:17][N:18]=1)=O)(C)(C)C.C(OCC)C. The catalyst is O1CCOCC1.ClCCl. (4) The reactants are [CH2:1]([O:8][C:9]1[CH:17]=[CH:16][C:12]([CH2:13][CH2:14]O)=[CH:11][CH:10]=1)[C:2]1[CH:7]=[CH:6][CH:5]=[CH:4][CH:3]=1.C1(P(C2C=CC=CC=2)C2C=CC=CC=2)C=CC=CC=1.C(Br)(Br)(Br)[Br:38]. The catalyst is ClCCl. The product is [CH2:1]([O:8][C:9]1[CH:17]=[CH:16][C:12]([CH2:13][CH2:14][Br:38])=[CH:11][CH:10]=1)[C:2]1[CH:7]=[CH:6][CH:5]=[CH:4][CH:3]=1. The yield is 0.730.